Task: Predict the reaction yield, written as a fraction of the theoretical maximum amount of product (1.0 means a 100% yield; for example, 0.34 means a 34% yield).. Dataset: Reaction yield outcomes from USPTO patents with 853,638 reactions (1) The reactants are [OH:1][CH2:2][CH2:3][N:4]1[C:16]2[C:15]3[N:14]=[C:13]([O:17][CH3:18])[N:12]=[CH:11][C:10]=3[CH2:9][CH2:8][C:7]=2[C:6]([C:19]([O:21][CH2:22][CH3:23])=[O:20])=[N:5]1.ClC1C(=O)C(C#N)=C(C#N)C(=O)C=1Cl. The catalyst is C1(C)C=CC=CC=1. The product is [OH:1][CH2:2][CH2:3][N:4]1[C:16]2[C:15]3[N:14]=[C:13]([O:17][CH3:18])[N:12]=[CH:11][C:10]=3[CH:9]=[CH:8][C:7]=2[C:6]([C:19]([O:21][CH2:22][CH3:23])=[O:20])=[N:5]1. The yield is 0.460. (2) The reactants are [OH:1][C:2]1[CH:7]=[CH:6][N:5]=[C:4]([C:8]2[CH:13]=[C:12]([OH:14])[CH:11]=[CH:10][N:9]=2)[CH:3]=1.[H-].[Na+].Br[CH2:18][CH2:19][CH2:20][CH2:21][CH:22]=[CH2:23]. The catalyst is CN(C=O)C. The product is [CH2:18]([O:14][C:12]1[CH:11]=[CH:10][N:9]=[C:8]([C:4]2[CH:3]=[C:2]([O:1][CH2:8][CH2:4][CH2:3][CH2:2][CH:7]=[CH2:6])[CH:7]=[CH:6][N:5]=2)[CH:13]=1)[CH2:19][CH2:20][CH2:21][CH:22]=[CH2:23]. The yield is 0.530. (3) The reactants are [CH3:1][O:2][C:3]1[C:11]([CH3:12])=[C:10]2[C:6]([C:7](=[O:13])[O:8][CH2:9]2)=[C:5]([O:14][CH2:15][CH2:16][Si:17]([CH3:20])([CH3:19])[CH3:18])[C:4]=1[CH2:21][CH:22]=[C:23]([CH3:26])[CH:24]=O.C(O)(=O)C(O)=O.[CH2:33]([O:35][P:36]([CH2:41][CH2:42][NH2:43])(=[O:40])[O:37][CH2:38][CH3:39])[CH3:34].C(O[BH-](OC(=O)C)OC(=O)C)(=O)C.[Na+].C(O)(=O)C. The catalyst is CN(C=O)C. The product is [CH2:38]([O:37][P:36]([CH2:41][CH2:42][NH:43][CH2:24][C:23]([CH3:26])=[CH:22][CH2:21][C:4]1[C:5]([O:14][CH2:15][CH2:16][Si:17]([CH3:20])([CH3:18])[CH3:19])=[C:6]2[C:10](=[C:11]([CH3:12])[C:3]=1[O:2][CH3:1])[CH2:9][O:8][C:7]2=[O:13])(=[O:40])[O:35][CH2:33][CH3:34])[CH3:39]. The yield is 0.960. (4) The reactants are C1CCN2C(=NCCC2)CC1.C([NH:29][CH:30]([C:60]1[CH:65]=[CH:64][C:63]([O:66][CH2:67][CH2:68][CH2:69][CH2:70][CH2:71][CH2:72][CH2:73][CH2:74][CH2:75][CH2:76][CH2:77][CH2:78][CH2:79][CH2:80][CH2:81][CH2:82][CH2:83][CH2:84][CH2:85][CH2:86][CH2:87][CH3:88])=[CH:62][CH:61]=1)[C:31]1[CH:36]=[CH:35][C:34]([O:37][CH2:38][CH2:39][CH2:40][CH2:41][CH2:42][CH2:43][CH2:44][CH2:45][CH2:46][CH2:47][CH2:48][CH2:49][CH2:50][CH2:51][CH2:52][CH2:53][CH2:54][CH2:55][CH2:56][CH2:57][CH2:58][CH3:59])=[CH:33][CH:32]=1)(OCC1C2C(=CC=CC=2)C2C1=CC=CC=2)=O.Cl. The catalyst is ClCCl. The product is [CH2:38]([O:37][C:34]1[CH:33]=[CH:32][C:31]([CH:30]([NH2:29])[C:60]2[CH:65]=[CH:64][C:63]([O:66][CH2:67][CH2:68][CH2:69][CH2:70][CH2:71][CH2:72][CH2:73][CH2:74][CH2:75][CH2:76][CH2:77][CH2:78][CH2:79][CH2:80][CH2:81][CH2:82][CH2:83][CH2:84][CH2:85][CH2:86][CH2:87][CH3:88])=[CH:62][CH:61]=2)=[CH:36][CH:35]=1)[CH2:39][CH2:40][CH2:41][CH2:42][CH2:43][CH2:44][CH2:45][CH2:46][CH2:47][CH2:48][CH2:49][CH2:50][CH2:51][CH2:52][CH2:53][CH2:54][CH2:55][CH2:56][CH2:57][CH2:58][CH3:59]. The yield is 0.860. (5) The reactants are [CH3:1][C:2]1[C:6]2[C:7](=[O:18])[N:8]([CH2:11][CH2:12][N:13]3[CH2:17][CH2:16][CH2:15][CH2:14]3)[CH2:9][CH2:10][C:5]=2[NH:4][C:3]=1[CH:19]=O.[O:21]=[C:22]1[CH2:30][C:29]2[C:24](=[CH:25][CH:26]=[C:27]([NH:31][CH:32]=[O:33])[CH:28]=2)[NH:23]1. No catalyst specified. The product is [CH3:1][C:2]1[C:6]2[C:7](=[O:18])[N:8]([CH2:11][CH2:12][N:13]3[CH2:14][CH2:15][CH2:16][CH2:17]3)[CH2:9][CH2:10][C:5]=2[NH:4][C:3]=1[CH:19]=[C:30]1[C:29]2[C:24](=[CH:25][CH:26]=[C:27]([NH:31][CH:32]=[O:33])[CH:28]=2)[NH:23][C:22]1=[O:21]. The yield is 0.879. (6) The reactants are [CH3:1][C:2]([CH3:13])([CH3:12])[C:3]([NH:5][C:6]1[CH:7]=[N:8][CH:9]=[CH:10][CH:11]=1)=[O:4].CN(CCN(C)C)C.[Li].[I:23]I. The catalyst is O1CCCC1.C(OCC)C. The product is [I:23][C:11]1[CH:10]=[CH:9][N:8]=[CH:7][C:6]=1[NH:5][C:3](=[O:4])[C:2]([CH3:13])([CH3:12])[CH3:1]. The yield is 0.380.